From a dataset of Retrosynthesis with 50K atom-mapped reactions and 10 reaction types from USPTO. Predict the reactants needed to synthesize the given product. (1) Given the product Oc1cccc2cc(-c3ccncc3)oc12, predict the reactants needed to synthesize it. The reactants are: COc1cccc2cc(-c3ccncc3)oc12. (2) Given the product Cc1ccc(S(=O)(=O)OCCCCOc2cccc(Cl)n2)cc1, predict the reactants needed to synthesize it. The reactants are: Cc1ccc(S(=O)(=O)Cl)cc1.OCCCCOc1cccc(Cl)n1. (3) Given the product CCOc1cc(C(C)(C)C)ncc1C1=N[C@@](C)(c2ccc(Cl)cc2)[C@@](C)(c2ccc(Cl)cc2)N1C(=O)N1CCC(CC(=O)N2CCCC2C(F)(F)F)CC1, predict the reactants needed to synthesize it. The reactants are: CCOc1cc(C(C)(C)C)ncc1C1=N[C@@](C)(c2ccc(Cl)cc2)[C@@](C)(c2ccc(Cl)cc2)N1C(=O)N1CCC(CC(=O)O)CC1.FC(F)(F)C1CCCN1. (4) The reactants are: Brc1ccccn1.Cn1c(=O)ccc2cc(OCCCCCNCCc3cccnc3)ccc21. Given the product Cn1c(=O)ccc2cc(OCCCCCN(CCc3cccnc3)c3ccccn3)ccc21, predict the reactants needed to synthesize it. (5) Given the product Cc1ccc(S(=O)(=O)OCC(C)[C@H]2CC=CC[C@H](C)[C@@H](O[Si](C)(C)C(C)(C)C)CCCC(=O)O2)cc1, predict the reactants needed to synthesize it. The reactants are: C=CC[C@H](C)[C@H](CCCC(=O)O[C@H](CC=C)[C@@H](C)COS(=O)(=O)c1ccc(C)cc1)O[Si](C)(C)C(C)(C)C.